From a dataset of Catalyst prediction with 721,799 reactions and 888 catalyst types from USPTO. Predict which catalyst facilitates the given reaction. (1) Product: [CH2:28]([S:25]([O:24][C:21]1[CH:22]=[CH:23][C:18]([CH2:17][CH2:16][CH2:15][C:13]2[CH:12]=[CH:11][C:10]([CH2:34][CH2:35][C:36]([O:38][CH3:39])=[O:37])=[C:9]([OH:8])[CH:14]=2)=[CH:19][C:20]=1[O:32][CH3:33])(=[O:27])=[O:26])[CH2:29][CH2:30][CH3:31]. Reactant: C([O:8][C:9]1[CH:14]=[C:13](/[CH:15]=[CH:16]/[CH2:17][C:18]2[CH:23]=[CH:22][C:21]([O:24][S:25]([CH2:28][CH2:29][CH2:30][CH3:31])(=[O:27])=[O:26])=[C:20]([O:32][CH3:33])[CH:19]=2)[CH:12]=[CH:11][C:10]=1/[CH:34]=[CH:35]/[C:36]([O:38][CH3:39])=[O:37])C1C=CC=CC=1.[H][H]. The catalyst class is: 19. (2) Reactant: Cl.Cl.[NH:3]1[CH2:6][CH:5]([C:7]2[NH:11][C:10]3[CH:12]=[CH:13][C:14]([Cl:16])=[CH:15][C:9]=3[N:8]=2)[CH2:4]1.[Cl:17][C:18]1[N:23]=[C:22](Cl)[C:21]([Cl:25])=[CH:20][N:19]=1.C(N(CC)CC)C.ClCCl. Product: [Cl:16][C:14]1[CH:13]=[CH:12][C:10]2[NH:11][C:7]([CH:5]3[CH2:6][N:3]([C:20]4[C:21]([Cl:25])=[CH:22][N:23]=[C:18]([Cl:17])[N:19]=4)[CH2:4]3)=[N:8][C:9]=2[CH:15]=1. The catalyst class is: 38. (3) Reactant: C[N:2](C)[C:3](=[N:5][C:6](=O)[C:7]1[CH:12]=[C:11]([CH2:13][CH3:14])[C:10]([O:15][CH3:16])=[N:9][C:8]=1[CH3:17])[CH3:4].O.[NH2:21]N. Product: [CH2:13]([C:11]1[C:10]([O:15][CH3:16])=[N:9][C:8]([CH3:17])=[C:7]([C:6]2[N:5]=[C:3]([CH3:4])[NH:2][N:21]=2)[CH:12]=1)[CH3:14]. The catalyst class is: 15. (4) Reactant: C(N(CC)CC)C.[CH3:8][N:9]1[CH2:14][CH2:13][NH:12][CH2:11][CH2:10]1.[Br:15][C:16]1[CH:21]=[CH:20][C:19]([S:22](Cl)(=[O:24])=[O:23])=[CH:18][C:17]=1[C:26]([F:29])([F:28])[F:27].C([O-])(O)=O.[Na+]. Product: [Br:15][C:16]1[CH:21]=[CH:20][C:19]([S:22]([N:12]2[CH2:13][CH2:14][N:9]([CH3:8])[CH2:10][CH2:11]2)(=[O:23])=[O:24])=[CH:18][C:17]=1[C:26]([F:29])([F:27])[F:28]. The catalyst class is: 2.